Dataset: Catalyst prediction with 721,799 reactions and 888 catalyst types from USPTO. Task: Predict which catalyst facilitates the given reaction. (1) Product: [F:3][C:4]1[C:5]([CH3:20])=[C:6]([C@:10]2([C:16]([O:18][CH3:19])=[O:17])[CH2:14][CH2:13][C@H:12]([O:15][CH2:26][C:25]3[CH:28]=[CH:29][C:22]([F:21])=[CH:23][CH:24]=3)[CH2:11]2)[CH:7]=[CH:8][CH:9]=1. The catalyst class is: 3. Reactant: [H-].[Na+].[F:3][C:4]1[C:5]([CH3:20])=[C:6]([C@:10]2([C:16]([O:18][CH3:19])=[O:17])[CH2:14][CH2:13][C@H:12]([OH:15])[CH2:11]2)[CH:7]=[CH:8][CH:9]=1.[F:21][C:22]1[CH:29]=[CH:28][C:25]([CH2:26]Br)=[CH:24][CH:23]=1.O. (2) Reactant: [CH3:1][N:2]1[C:6]([CH2:7][NH2:8])=[CH:5][CH:4]=[N:3]1.[F:9][C:10]1[CH:38]=[CH:37][CH:36]=[CH:35][C:11]=1[CH2:12][N:13]1[C:17]2=[N:18][CH:19]=[CH:20][CH:21]=[C:16]2[C:15]([C:22]2[N:23]=[C:24](I)[C:25]3[C:30]([CH3:32])([CH3:31])[C:29](=[O:33])[NH:28][C:26]=3[N:27]=2)=[N:14]1. Product: [F:9][C:10]1[CH:38]=[CH:37][CH:36]=[CH:35][C:11]=1[CH2:12][N:13]1[C:17]2=[N:18][CH:19]=[CH:20][CH:21]=[C:16]2[C:15]([C:22]2[N:23]=[C:24]([NH:8][CH2:7][C:6]3[N:2]([CH3:1])[N:3]=[CH:4][CH:5]=3)[C:25]3[C:30]([CH3:31])([CH3:32])[C:29](=[O:33])[NH:28][C:26]=3[N:27]=2)=[N:14]1. The catalyst class is: 60. (3) Product: [C:10]([O:9][C:7]([NH:3][C:4]([NH:6][C:7]([O:9][C:10]([CH3:13])([CH3:12])[CH3:11])=[O:8])=[S:5])=[O:8])([CH3:13])([CH3:12])[CH3:11]. Reactant: [H-].[Na+].[NH2:3][C:4]([NH2:6])=[S:5].[C:7](O[C:7]([O:9][C:10]([CH3:13])([CH3:12])[CH3:11])=[O:8])([O:9][C:10]([CH3:13])([CH3:12])[CH3:11])=[O:8]. The catalyst class is: 7. (4) The catalyst class is: 8. Reactant: O=[C:2]([C:9]1[S:10][CH:11]=[CH:12][CH:13]=1)[CH2:3][C:4]([O:6]CC)=[O:5].[N:14]([C:17]1[CH:27]=[CH:26][C:20]([C:21]([NH:23][CH2:24][CH3:25])=[O:22])=[CH:19][CH:18]=1)=[N+:15]=[N-:16].[O-]CC.[Na+].O. Product: [CH2:24]([NH:23][C:21]([C:20]1[CH:26]=[CH:27][C:17]([N:14]2[C:2]([C:9]3[S:10][CH:11]=[CH:12][CH:13]=3)=[C:3]([C:4]([OH:6])=[O:5])[N:16]=[N:15]2)=[CH:18][CH:19]=1)=[O:22])[CH3:25].